The task is: Predict the reactants needed to synthesize the given product.. This data is from Full USPTO retrosynthesis dataset with 1.9M reactions from patents (1976-2016). Given the product [C:17]1([CH2:16][S:11]([C:7]2[CH:8]=[C:9]3[C:4](=[CH:5][CH:6]=2)[NH:3][C:2](=[O:1])[CH2:10]3)(=[O:13])=[O:12])[CH:22]=[CH:21][CH:20]=[CH:19][CH:18]=1, predict the reactants needed to synthesize it. The reactants are: [O:1]=[C:2]1[CH2:10][C:9]2[C:4](=[CH:5][CH:6]=[C:7]([S:11](Cl)(=[O:13])=[O:12])[CH:8]=2)[NH:3]1.Br[CH2:16][C:17]1[CH:22]=[CH:21][CH:20]=[CH:19][CH:18]=1.